From a dataset of Forward reaction prediction with 1.9M reactions from USPTO patents (1976-2016). Predict the product of the given reaction. (1) Given the reactants [Cl:1][C:2]1[CH:7]=[CH:6][CH:5]=[CH:4][C:3]=1[S:8]([NH:11][C:12]1[C:17]([C:18]2[CH:23]=[CH:22][C:21]([CH2:24]Cl)=[CH:20][CH:19]=2)=[N:16][CH:15]=[CH:14][N:13]=1)(=[O:10])=[O:9].[CH3:26][C:27]1[NH:28][C:29]2[C:34]([CH:35]=1)=[CH:33][C:32]([O:36][CH3:37])=[CH:31][CH:30]=2, predict the reaction product. The product is: [Cl:1][C:2]1[CH:7]=[CH:6][CH:5]=[CH:4][C:3]=1[S:8]([NH:11][C:12]1[C:17]([C:18]2[CH:23]=[CH:22][C:21]([CH2:24][N:28]3[C:29]4[C:34](=[CH:33][C:32]([O:36][CH3:37])=[CH:31][CH:30]=4)[CH:35]=[C:27]3[CH3:26])=[CH:20][CH:19]=2)=[N:16][CH:15]=[CH:14][N:13]=1)(=[O:10])=[O:9]. (2) Given the reactants [C:1]([O:5][C:6](=[O:15])[NH:7][CH:8]1[CH2:13][CH2:12][CH:11]([NH2:14])[CH2:10][CH2:9]1)([CH3:4])([CH3:3])[CH3:2].C(N(CC)CC)C.[CH3:23][S:24](Cl)(=[O:26])=[O:25].FC(F)(F)C(O)=O.NC1CCC(NS(C)(=O)=O)CC1, predict the reaction product. The product is: [C:1]([O:5][C:6](=[O:15])[NH:7][CH:8]1[CH2:9][CH2:10][CH:11]([NH:14][S:24]([CH3:23])(=[O:26])=[O:25])[CH2:12][CH2:13]1)([CH3:4])([CH3:2])[CH3:3]. (3) Given the reactants [CH2:1]([O:8][CH2:9][C@H:10]([CH:13]([CH3:15])[CH3:14])[CH2:11]O)[C:2]1[CH:7]=[CH:6][CH:5]=[CH:4][CH:3]=1.C1C=CC(P(C2C=CC=CC=2)C2C=CC=CC=2)=CC=1.C1C(=O)N([Br:42])C(=O)C1, predict the reaction product. The product is: [Br:42][CH2:11][C@@H:10]([CH:13]([CH3:15])[CH3:14])[CH2:9][O:8][CH2:1][C:2]1[CH:7]=[CH:6][CH:5]=[CH:4][CH:3]=1. (4) Given the reactants OCCCN1C=C(C2C=CC(NC3C(C(F)(F)F)=CN=C(NC4C=CC(CP(=O)(OCC)OCC)=CC=4OC)N=3)=C3C=2CN(C)C3=O)C=N1.Cl[C:51]1[C:56]([C:57]([F:60])([F:59])[F:58])=[CH:55][N:54]=[C:53]([NH:61][C:62]2[CH:76]=[CH:75][C:65]([CH2:66][P:67](=[O:74])([O:71][CH2:72][CH3:73])[O:68][CH2:69][CH3:70])=[CH:64][C:63]=2[O:77][CH3:78])[N:52]=1.[NH2:79][C:80]1[CH:92]=[CH:91][C:90]([C:93]2[CH:94]=[N:95][N:96]([CH2:98][CH2:99][CH2:100][OH:101])[CH:97]=2)=[CH:89][C:81]=1[C:82]([N:84]([CH2:87][CH3:88])[CH2:85][CH3:86])=[O:83], predict the reaction product. The product is: [CH2:87]([N:84]([CH2:85][CH3:86])[C:82]([C:81]1[CH:89]=[C:90]([C:93]2[CH:94]=[N:95][N:96]([CH2:98][CH2:99][CH2:100][OH:101])[CH:97]=2)[CH:91]=[CH:92][C:80]=1[NH:79][C:51]1[C:56]([C:57]([F:59])([F:58])[F:60])=[CH:55][N:54]=[C:53]([NH:61][C:62]2[CH:76]=[CH:75][C:65]([CH2:66][P:67](=[O:74])([O:68][CH2:69][CH3:70])[O:71][CH2:72][CH3:73])=[CH:64][C:63]=2[O:77][CH3:78])[N:52]=1)=[O:83])[CH3:88]. (5) Given the reactants [CH3:1][N:2]1[CH:6]=[C:5]([NH:7][C:8]2[N:9]=[C:10]([NH:25][C@H:26]3[CH2:29][C@H:28]([NH:30][C:31](=[O:34])[CH:32]=[CH2:33])[CH2:27]3)[C:11]3[CH:16]=[CH:15][N:14]([CH2:17][O:18]CC[Si](C)(C)C)[C:12]=3[N:13]=2)[CH:4]=[N:3]1.C(O)(C(F)(F)F)=O, predict the reaction product. The product is: [OH:18][CH2:17][N:14]1[C:12]2[N:13]=[C:8]([NH:7][C:5]3[CH:4]=[N:3][N:2]([CH3:1])[CH:6]=3)[N:9]=[C:10]([NH:25][C@H:26]3[CH2:29][C@H:28]([NH:30][C:31](=[O:34])[CH:32]=[CH2:33])[CH2:27]3)[C:11]=2[CH:16]=[CH:15]1. (6) Given the reactants [Cl:1][C:2]1[CH:9]=[CH:8][CH:7]=[CH:6][C:3]=1[CH:4]=O.C(O[C:13](=[O:17])[CH2:14][C:15]#[N:16])C.[CH:18]1([NH:21][C:22]([NH2:24])=[NH:23])[CH2:20][CH2:19]1.Cl.C(=O)([O-])[O-].[K+].[K+], predict the reaction product. The product is: [C:15]([C:14]1[C:13](=[O:17])[NH:24][C:22]([NH:21][CH:18]2[CH2:20][CH2:19]2)=[N:23][C:4]=1[C:3]1[CH:6]=[CH:7][CH:8]=[CH:9][C:2]=1[Cl:1])#[N:16]. (7) Given the reactants [Br:1][C:2]1[CH:7]=[CH:6][N:5]2[N:8]=[C:9]([C:17]3[CH:22]=[CH:21][C:20]([O:23][CH3:24])=[CH:19][CH:18]=3)[C:10](/[CH:11]=[CH:12]/[CH:13]=[N+](C)C)=[C:4]2[CH:3]=1.C(=O)(O)[O-:26].[K+].O, predict the reaction product. The product is: [Br:1][C:2]1[CH:7]=[CH:6][N:5]2[N:8]=[C:9]([C:17]3[CH:22]=[CH:21][C:20]([O:23][CH3:24])=[CH:19][CH:18]=3)[C:10](/[CH:11]=[CH:12]/[CH:13]=[O:26])=[C:4]2[CH:3]=1. (8) Given the reactants [CH:1]([NH:4][C:5]([C:7]1[C:15]2[C:11](=[CH:12][NH:13][N:14]=2)[CH:10]=[C:9]([CH3:16])[C:8]=1[NH:17][C:18]([C:20]1[N:21]([C:27]2[C:32]([Cl:33])=[CH:31][CH:30]=[CH:29][N:28]=2)[N:22]=[C:23]([O:25][CH3:26])[CH:24]=1)=[O:19])=[O:6])([CH3:3])[CH3:2].C([O-])([O-])=O.[K+].[K+].[CH2:40](Br)[C:41]#[CH:42].CCOC(C)=O, predict the reaction product. The product is: [CH:1]([NH:4][C:5]([C:7]1[C:15]2[C:11](=[CH:12][N:13]([CH2:42][C:41]#[CH:40])[N:14]=2)[CH:10]=[C:9]([CH3:16])[C:8]=1[NH:17][C:18]([C:20]1[N:21]([C:27]2[C:32]([Cl:33])=[CH:31][CH:30]=[CH:29][N:28]=2)[N:22]=[C:23]([O:25][CH3:26])[CH:24]=1)=[O:19])=[O:6])([CH3:3])[CH3:2]. (9) Given the reactants [Cl:1][C:2]1[CH:3]=[CH:4][C:5]2[N:11]3[CH:12]=[CH:13][CH:14]=[C:10]3[C@@H:9]([CH2:15][CH:16]([OH:21])[CH2:17][C:18](O)=[O:19])[O:8][C@H:7]([C:22]3[CH:27]=[CH:26][CH:25]=[C:24]([O:28][CH3:29])[C:23]=3[O:30][CH3:31])[C:6]=2[CH:32]=1.Cl.[NH:34]1[CH2:37][CH:36]([C:38]([O:40][CH3:41])=[O:39])[CH2:35]1.ClC1C=CC2N3C=CC=C3[C@@H](CC(O)CC(N3CCN(C(=O)C(OCC)=O)CC3)=O)O[C@H](C3C=CC=C(OC)C=3OC)C=2C=1, predict the reaction product. The product is: [Cl:1][C:2]1[CH:3]=[CH:4][C:5]2[N:11]3[CH:12]=[CH:13][CH:14]=[C:10]3[C@@H:9]([CH2:15][CH:16]([OH:21])[CH2:17][C:18]([N:34]3[CH2:37][CH:36]([C:38]([O:40][CH3:41])=[O:39])[CH2:35]3)=[O:19])[O:8][C@H:7]([C:22]3[CH:27]=[CH:26][CH:25]=[C:24]([O:28][CH3:29])[C:23]=3[O:30][CH3:31])[C:6]=2[CH:32]=1.